This data is from Forward reaction prediction with 1.9M reactions from USPTO patents (1976-2016). The task is: Predict the product of the given reaction. (1) Given the reactants [S:1]1[C:5]2=[CH:6][N:7]=[C:8]([OH:10])[CH:9]=[C:4]2[CH:3]=[CH:2]1.C(N(CC)CC)C.C1C=CC(N([S:25]([C:28]([F:31])([F:30])[F:29])(=[O:27])=[O:26])[S:25]([C:28]([F:31])([F:30])[F:29])(=[O:27])=[O:26])=CC=1, predict the reaction product. The product is: [F:29][C:28]([F:31])([F:30])[S:25]([O:10][C:8]1[CH:9]=[C:4]2[CH:3]=[CH:2][S:1][C:5]2=[CH:6][N:7]=1)(=[O:27])=[O:26]. (2) Given the reactants [CH2:1]([O:3][C:4]([C:6]1[CH:7]=[C:8]2[N:13]([C:14]=1[C:15]1[CH:16]=[N:17][C:18]([O:21][CH3:22])=[CH:19][CH:20]=1)[CH:12]=[CH:11][C:10]([CH2:23][OH:24])=[CH:9]2)=[O:5])[CH3:2].[CH3:25][S:26](Cl)(=[O:28])=[O:27], predict the reaction product. The product is: [CH2:1]([O:3][C:4]([C:6]1[CH:7]=[C:8]2[N:13]([C:14]=1[C:15]1[CH:16]=[N:17][C:18]([O:21][CH3:22])=[CH:19][CH:20]=1)[CH:12]=[CH:11][C:10]([CH2:23][O:24][S:26]([CH3:25])(=[O:28])=[O:27])=[CH:9]2)=[O:5])[CH3:2]. (3) Given the reactants [OH:1][CH2:2][C@@H:3]([C:15]1[CH:20]=[CH:19][C:18](OS(C(F)(F)F)(=O)=O)=[CH:17][C:16]=1[O:29][CH3:30])[NH:4][C:5]([C@H:7]1[CH2:9][C@@H:8]1[C:10]1[S:11][CH:12]=[CH:13][CH:14]=1)=[O:6].[C:31]1([CH3:40])[CH:36]=[CH:35][CH:34]=[CH:33][C:32]=1B(O)O.C([O-])([O-])=O.[Na+].[Na+].CCOC(C)=O, predict the reaction product. The product is: [OH:1][CH2:2][C@H:3]([NH:4][C:5]([C@H:7]1[CH2:9][C@@H:8]1[C:10]1[S:11][CH:12]=[CH:13][CH:14]=1)=[O:6])[C:15]1[CH:20]=[CH:19][C:18]([C:34]2[CH:35]=[CH:36][C:31]([CH3:40])=[CH:32][CH:33]=2)=[CH:17][C:16]=1[O:29][CH3:30]. (4) Given the reactants [C:1](Cl)(=[O:8])[C:2]1[CH:7]=[CH:6][CH:5]=[CH:4][CH:3]=1.[F:10][C:11]1[CH:12]=[C:13]([NH:19][N:20]=[CH:21][CH3:22])[CH:14]=[CH:15][C:16]=1[O:17][CH3:18], predict the reaction product. The product is: [CH:21](=[N:20][N:19]([C:13]1[CH:14]=[CH:15][C:16]([O:17][CH3:18])=[C:11]([F:10])[CH:12]=1)[C:1](=[O:8])[C:2]1[CH:7]=[CH:6][CH:5]=[CH:4][CH:3]=1)[CH3:22]. (5) Given the reactants [N:1]1(C(OCC2C3C(=CC=CC=3)C3C2=CC=CC=3)=O)CC[CH2:6][C@H:2]1[C:3](O)=O.[CH2:26]([NH-:28])C.[NH:29]([C:59]([O:61]CC1C2C(=CC=CC=2)C2C1=CC=CC=2)=O)[C@H:30]([C:56]([OH:58])=O)[CH2:31][CH2:32][CH2:33][NH:34][C:35](=[NH:55])[NH:36]S(C1C(C)=C(C)C2OC(C)(C)CCC=2C=1C)(=O)=O.[C:76]([OH:82])([C:78]([F:81])([F:80])[F:79])=[O:77].[C:83]1(OC)[CH:88]=[CH:87][CH:86]=CC=1.O, predict the reaction product. The product is: [NH:28]([C:76]([CH3:78])=[O:77])[C@H:26]([C:59]([NH:29][C@H:30]([C:56]([NH:1][CH:2]([CH3:6])[CH3:3])=[O:58])[CH2:31][CH2:32][CH2:33][NH:34][C:35](=[NH:55])[NH2:36])=[O:61])[C@H:88]([CH2:87][CH3:86])[CH3:83].[F:79][C:78]([F:81])([F:80])[C:76]([O-:82])=[O:77]. (6) Given the reactants C([O:9][CH2:10][CH2:11][N:12]1[C:20]2[C:19](Cl)=[N:18][CH:17]=[N:16][C:15]=2[CH:14]=[CH:13]1)(=O)C1C=CC=CC=1.[S:22]1[C:26]2[CH:27]=[CH:28][CH:29]=[C:30]([O:31][C:32]3[CH:38]=[CH:37][C:35]([NH2:36])=[CH:34][C:33]=3[CH3:39])[C:25]=2[CH:24]=[N:23]1.C(O)(C)C.[OH-].[Na+], predict the reaction product. The product is: [S:22]1[C:26]2[CH:27]=[CH:28][CH:29]=[C:30]([O:31][C:32]3[CH:38]=[CH:37][C:35]([NH:36][C:19]4[C:20]5[N:12]([CH2:11][CH2:10][OH:9])[CH:13]=[CH:14][C:15]=5[N:16]=[CH:17][N:18]=4)=[CH:34][C:33]=3[CH3:39])[C:25]=2[CH:24]=[N:23]1.